Task: Predict the reactants needed to synthesize the given product.. Dataset: Full USPTO retrosynthesis dataset with 1.9M reactions from patents (1976-2016) (1) Given the product [Br:1][C:2]1[C:10]([OH:11])=[CH:9][CH:8]=[C:7]2[C:3]=1[CH2:4][CH2:5][C:6]2=[O:13], predict the reactants needed to synthesize it. The reactants are: [Br:1][C:2]1[C:10]([O:11]C)=[CH:9][CH:8]=[C:7]2[C:3]=1[CH2:4][CH2:5][C:6]2=[O:13].C[S-].[Na+]. (2) Given the product [N:20]1([CH2:2][C:3]2[CH:4]=[C:5]([C:14]([CH3:18])([CH3:17])[C:15]#[N:16])[CH:6]=[C:7]([C:9]([CH3:13])([CH3:12])[C:10]#[N:11])[CH:8]=2)[CH:24]=[N:23][CH:22]=[N:21]1, predict the reactants needed to synthesize it. The reactants are: Br[CH2:2][C:3]1[CH:4]=[C:5]([C:14]([CH3:18])([CH3:17])[C:15]#[N:16])[CH:6]=[C:7]([C:9]([CH3:13])([CH3:12])[C:10]#[N:11])[CH:8]=1.[Na].[NH:20]1[CH:24]=[N:23][CH:22]=[N:21]1.Cl. (3) The reactants are: Br[C:2]1[CH2:6][CH2:5][CH2:4][C:3]=1[N:7]1[C:15]2[CH:14]=[CH:13][C:12]([CH3:16])=C[C:10]=2[C:9]2[CH2:17][N:18]([CH3:21])[CH2:19][CH2:20][C:8]1=2.[N:22]1[CH:27]=[CH:26][CH:25]=[C:24](B(O)O)[CH:23]=1.[C:31](=O)([O-])[O-].[K+].[K+].O. Given the product [CH3:21][N:18]1[CH2:19][CH2:20][C:8]2[N:7]([C:3]3[CH2:4][CH2:5][CH2:6][C:2]=3[C:24]3[CH:23]=[N:22][CH:27]=[CH:26][CH:25]=3)[C:15]3[CH:14]=[CH:13][C:12]([CH3:16])=[CH:31][C:10]=3[C:9]=2[CH2:17]1, predict the reactants needed to synthesize it. (4) Given the product [CH3:31][O:30][C:23](=[O:29])/[CH:24]=[CH:25]/[C:26]([NH:1][CH2:2][CH2:3][CH2:4][CH2:5][C@@H:6]([C:14]([O:16][CH2:17][CH2:18][Si:19]([CH3:22])([CH3:21])[CH3:20])=[O:15])[C:7]([O:9][C:10]([CH3:12])([CH3:13])[CH3:11])=[O:8])=[O:27], predict the reactants needed to synthesize it. The reactants are: [NH2:1][CH2:2][CH2:3][CH2:4][CH2:5][C@@H:6]([C:14]([O:16][CH2:17][CH2:18][Si:19]([CH3:22])([CH3:21])[CH3:20])=[O:15])[C:7]([O:9][C:10]([CH3:13])([CH3:12])[CH3:11])=[O:8].[C:23]([O:30][CH3:31])(=[O:29])/[CH:24]=[CH:25]/[C:26]([O-])=[O:27].CCN(C(C)C)C(C)C.CN(C(ON1N=NC2C=CC=NC1=2)=[N+](C)C)C.F[P-](F)(F)(F)(F)F. (5) Given the product [C:4]1(=[O:20])[N:5]([CH2:6][C:7]2[CH:19]=[CH:18][C:10]([C:11]([OH:13])=[O:12])=[CH:9][CH:8]=2)[C:1](=[O:25])[C:2]2=[CH:24][CH:23]=[CH:22][CH:21]=[C:3]12, predict the reactants needed to synthesize it. The reactants are: [C:1]1(=[O:25])[N:5]([CH2:6][C:7]2[CH:19]=[CH:18][C:10]([C:11]([O:13]C(C)(C)C)=[O:12])=[CH:9][CH:8]=2)[C:4](=[O:20])[C:3]2=[CH:21][CH:22]=[CH:23][CH:24]=[C:2]12. (6) Given the product [C:1]([C:3]1([NH:6][C:7]([C@@H:9]2[CH2:10][C@@H:11]([S:53][C:41]3[CH:42]=[CH:43][C:44]([O:46][C@@H:47]([CH3:52])[C:48]([F:49])([F:50])[F:51])=[CH:45][C:40]=3[Cl:39])[CH2:12][N:13]2[C:14]([C:16]2([C:19]([F:20])([F:22])[F:21])[CH2:18][CH2:17]2)=[O:15])=[O:8])[CH2:4][CH2:5]1)#[N:2], predict the reactants needed to synthesize it. The reactants are: [C:1]([C:3]1([NH:6][C:7]([C@H:9]2[N:13]([C:14]([C:16]3([C:19]([F:22])([F:21])[F:20])[CH2:18][CH2:17]3)=[O:15])[CH2:12][C@@H:11](OS(C3C=CC=CC=3)(=O)=O)[CH2:10]2)=[O:8])[CH2:5][CH2:4]1)#[N:2].C(=O)([O-])[O-].[K+].[K+].[Cl:39][C:40]1[CH:45]=[C:44]([O:46][C@@H:47]([CH3:52])[C:48]([F:51])([F:50])[F:49])[CH:43]=[CH:42][C:41]=1[SH:53].O. (7) Given the product [CH3:42][S:39]([C:36]1[CH:35]=[CH:34][C:33]([C:30]2[N:21]3[CH:22]=[C:23]([C:24]4[CH:29]=[CH:28][CH:27]=[CH:26][CH:25]=4)[C:18]([C:15]4[CH:16]=[CH:17][C:12]([C:8]5([NH2:7])[CH2:9][CH2:10][CH2:11]5)=[CH:13][CH:14]=4)=[N:19][C:20]3=[N:32][CH:31]=2)=[CH:38][CH:37]=1)(=[O:40])=[O:41], predict the reactants needed to synthesize it. The reactants are: C(OC(=O)[NH:7][C:8]1([C:12]2[CH:17]=[CH:16][C:15]([C:18]3[C:23]([C:24]4[CH:29]=[CH:28][CH:27]=[CH:26][CH:25]=4)=[CH:22][N:21]4[C:30]([C:33]5[CH:38]=[CH:37][C:36]([S:39]([CH3:42])(=[O:41])=[O:40])=[CH:35][CH:34]=5)=[CH:31][N:32]=[C:20]4[N:19]=3)=[CH:14][CH:13]=2)[CH2:11][CH2:10][CH2:9]1)(C)(C)C. (8) Given the product [CH2:1]([N:4]([CH2:5][CH3:6])[C:64]([C:59]1[CH:60]=[CH:61][CH:62]=[CH:63][C:58]=1[C:55]1[CH:56]=[CH:57][C:52]([CH2:51][C@H:50]([NH:49][C:47]([C@H:44]2[CH2:43][CH2:42][C@H:41]([CH2:40][NH:39][C:37](=[O:38])[O:36][C:32]([CH3:33])([CH3:35])[CH3:34])[CH2:46][CH2:45]2)=[O:48])[C:67](=[O:80])[NH:68][C:69]2[CH:70]=[CH:71][C:72]([C:75]3[N:76]=[N:77][NH:78][N:79]=3)=[CH:73][CH:74]=2)=[CH:53][CH:54]=1)=[O:65])[CH3:2], predict the reactants needed to synthesize it. The reactants are: [CH:1]([NH:4][CH:5](C)[CH3:6])(C)[CH3:2].F[P-](F)(F)(F)(F)F.CN(C(ON1C2=NC=CC=C2N=N1)=[N+](C)C)C.[C:32]([O:36][C:37]([NH:39][CH2:40][C@H:41]1[CH2:46][CH2:45][C@H:44]([C:47]([NH:49][C@H:50]([C:67](=[O:80])[NH:68][C:69]2[CH:74]=[CH:73][C:72]([C:75]3[N:76]=[N:77][NH:78][N:79]=3)=[CH:71][CH:70]=2)[CH2:51][C:52]2[CH:57]=[CH:56][C:55]([C:58]3[C:59]([C:64](O)=[O:65])=[CH:60][CH:61]=[CH:62][CH:63]=3)=[CH:54][CH:53]=2)=[O:48])[CH2:43][CH2:42]1)=[O:38])([CH3:35])([CH3:34])[CH3:33].C(NCC)C. (9) Given the product [Cl:19][C:8]1[N:7]([CH2:13][CH:14]=[CH2:15])[C:6](=[O:16])[C:5]2[C:10](=[CH:11][C:2]([Cl:1])=[CH:3][CH:4]=2)[N:9]=1, predict the reactants needed to synthesize it. The reactants are: [Cl:1][C:2]1[CH:11]=[C:10]2[C:5]([C:6](=[O:16])[N:7]([CH2:13][CH:14]=[CH2:15])[C:8](=O)[NH:9]2)=[CH:4][CH:3]=1.P(Cl)(Cl)([Cl:19])=O.CN(C)C1C=CC=CC=1. (10) Given the product [ClH:54].[ClH:54].[CH:40]1([C@H:13]([NH:12][C:10](=[O:11])[C@H:9]([CH3:46])[NH:7][CH3:6])[C:14]([N:16]2[C@H:21]([C:22]([NH:23][C@H:24]3[C:33]4[C:28](=[CH:29][CH:30]=[CH:31][CH:32]=4)[O:27][CH2:26][CH2:25]3)=[O:34])[CH2:20][N:19]3[CH2:35][C:36]([F:38])([F:39])[CH2:37][C@@H:18]3[CH2:17]2)=[O:15])[CH2:45][CH2:44][CH2:43][CH2:42][CH2:41]1, predict the reactants needed to synthesize it. The reactants are: C(O[C:6](=O)[N:7]([C@@H:9]([CH3:46])[C:10]([NH:12][C@@H:13]([CH:40]1[CH2:45][CH2:44][CH2:43][CH2:42][CH2:41]1)[C:14]([N:16]1[C@H:21]([C:22](=[O:34])[NH:23][C@H:24]2[C:33]3[C:28](=[CH:29][CH:30]=[CH:31][CH:32]=3)[O:27][CH2:26][CH2:25]2)[CH2:20][N:19]2[CH2:35][C:36]([F:39])([F:38])[CH2:37][C@@H:18]2[CH2:17]1)=[O:15])=[O:11])C)(C)(C)C.C(OCC)(=O)C.[ClH:54].